Dataset: Reaction yield outcomes from USPTO patents with 853,638 reactions. Task: Predict the reaction yield, written as a fraction of the theoretical maximum amount of product (1.0 means a 100% yield; for example, 0.34 means a 34% yield). (1) The reactants are [Cl:1][C:2]1[CH:7]=[CH:6][C:5](I)=[C:4]([C:9]([F:12])([F:11])[F:10])[CH:3]=1.Br[C:14]([F:21])([F:20])[C:15]([O:17][CH2:18][CH3:19])=[O:16].[Cl-].[NH4+]. The catalyst is CS(C)=O.[Cu]. The product is [Cl:1][C:2]1[CH:7]=[CH:6][C:5]([C:14]([F:21])([F:20])[C:15]([O:17][CH2:18][CH3:19])=[O:16])=[C:4]([C:9]([F:12])([F:11])[F:10])[CH:3]=1. The yield is 0.910. (2) The reactants are [Cl:1][C:2]1[CH:15]=[CH:14][C:13]([C:16]([O:18]C)=[O:17])=[CH:12][C:3]=1[CH2:4][CH:5]1[CH2:10][CH2:9][CH2:8][S:7][C:6]1=[O:11].[OH-:20].[Na+]. The catalyst is C1COCC1. The product is [C:16]([C:13]1[CH:14]=[CH:15][C:2]([Cl:1])=[C:3]([CH2:4][CH:5]([CH2:10][CH2:9][CH2:8][SH:7])[C:6]([OH:11])=[O:20])[CH:12]=1)([OH:18])=[O:17]. The yield is 0.900.